From a dataset of Reaction yield outcomes from USPTO patents with 853,638 reactions. Predict the reaction yield, written as a fraction of the theoretical maximum amount of product (1.0 means a 100% yield; for example, 0.34 means a 34% yield). (1) The catalyst is C(O)C. The product is [Br:16][C:15]1[C:13]([C:12]([OH:20])=[O:19])=[N:11][C:7]([CH2:8][CH3:9])=[N:10][CH:17]=1. The reactants are [Na].[O-]CC.[Na+].Cl.[C:7](=[NH:11])([NH2:10])[CH2:8][CH3:9].[C:12]([OH:20])(=[O:19])/[C:13](=[C:15](\[CH:17]=O)/[Br:16])/Br. The yield is 0.370. (2) The reactants are [N:1]1([C:7]([O:9][CH2:10][C:11]2[CH:16]=[CH:15][CH:14]=[CH:13][CH:12]=2)=[O:8])[CH2:6][CH2:5][NH:4][CH2:3][CH2:2]1.C(N(CC)CC)C.C(Cl)Cl.[C:27](Cl)(=[O:30])[CH2:28][CH3:29]. The catalyst is O. The product is [C:27]([N:4]1[CH2:5][CH2:6][N:1]([C:7]([O:9][CH2:10][C:11]2[CH:16]=[CH:15][CH:14]=[CH:13][CH:12]=2)=[O:8])[CH2:2][CH2:3]1)(=[O:30])[CH2:28][CH3:29]. The yield is 0.720. (3) The reactants are [N:1]([CH2:4][C@@H:5]([C:7]1[CH:12]=[CH:11][C:10]([Br:13])=[CH:9][N:8]=1)[OH:6])=[N+]=[N-].C1C=CC(P(C2C=CC=CC=2)C2C=CC=CC=2)=CC=1.ClCCl.CO. The catalyst is O1CCCC1.O. The product is [NH2:1][CH2:4][C@@H:5]([C:7]1[CH:12]=[CH:11][C:10]([Br:13])=[CH:9][N:8]=1)[OH:6]. The yield is 0.932. (4) The reactants are Br[C:2]1[CH:3]=[C:4]([C:8]2[C:22]([C:23]3[CH:28]=[CH:27][N:26]=[C:25]([NH:29][CH:30]4[CH2:34][CH2:33][CH2:32][CH2:31]4)[N:24]=3)=[C:11]3[CH:12]=[CH:13][CH:14]=[C:15]([NH:16][CH:17]4[CH2:21][CH2:20][CH2:19][CH2:18]4)[N:10]3[N:9]=2)[CH:5]=[CH:6][CH:7]=1.[C:35]1(B(O)O)[CH:40]=[CH:39][CH:38]=[CH:37][CH:36]=1.C(=O)([O-])[O-].[K+].[K+].C1(P(C2C=CC=CC=2)C2C=CC=CC=2)C=CC=CC=1. The catalyst is CN(C)C=O.C([O-])(=O)C.[Pd+2].C([O-])(=O)C.O.C(OCC)(=O)C. The product is [C:2]1([C:35]2[CH:40]=[CH:39][CH:38]=[CH:37][CH:36]=2)[CH:7]=[CH:6][CH:5]=[C:4]([C:8]2[C:22]([C:23]3[CH:28]=[CH:27][N:26]=[C:25]([NH:29][CH:30]4[CH2:34][CH2:33][CH2:32][CH2:31]4)[N:24]=3)=[C:11]3[CH:12]=[CH:13][CH:14]=[C:15]([NH:16][CH:17]4[CH2:21][CH2:20][CH2:19][CH2:18]4)[N:10]3[N:9]=2)[CH:3]=1. The yield is 0.890. (5) The reactants are C([O:4][C:5]1[CH:14]=[C:13]2[C:8]([CH:9]=[C:10]([C:15]3[CH:20]=[CH:19][C:18]([Br:21])=[CH:17][CH:16]=3)[CH2:11][O:12]2)=[CH:7][CH:6]=1)(=O)C.N1C=CN=C1.O. The catalyst is C(O)C. The product is [OH:4][C:5]1[CH:14]=[C:13]2[C:8]([CH:9]=[C:10]([C:15]3[CH:16]=[CH:17][C:18]([Br:21])=[CH:19][CH:20]=3)[CH2:11][O:12]2)=[CH:7][CH:6]=1. The yield is 0.900.